From a dataset of Full USPTO retrosynthesis dataset with 1.9M reactions from patents (1976-2016). Predict the reactants needed to synthesize the given product. (1) Given the product [N:7]1([C:10]([O:12][CH2:13][C:14]2[CH:15]=[CH:16][CH:17]=[CH:18][CH:19]=2)=[O:11])[CH2:6][CH2:5][C:4]2([CH2:3][CH2:2][C:26]3[C:21](=[CH:22][CH:23]=[CH:24][CH:25]=3)[O:20]2)[CH2:9][CH2:8]1, predict the reactants needed to synthesize it. The reactants are: O=[C:2]1[C:26]2[C:21](=[CH:22][CH:23]=[CH:24][CH:25]=2)[O:20][C:4]2([CH2:9][CH2:8][N:7]([C:10]([O:12][CH2:13][C:14]3[CH:19]=[CH:18][CH:17]=[CH:16][CH:15]=3)=[O:11])[CH2:6][CH2:5]2)[CH2:3]1. (2) Given the product [F:10][C:11]1[CH:18]=[CH:17][CH:16]=[CH:15][C:12]=1[CH2:13][O:1][C:2]1[CH:9]=[CH:8][C:5]([CH:6]=[O:7])=[CH:4][CH:3]=1, predict the reactants needed to synthesize it. The reactants are: [OH:1][C:2]1[CH:9]=[CH:8][C:5]([CH:6]=[O:7])=[CH:4][CH:3]=1.[F:10][C:11]1[CH:18]=[CH:17][CH:16]=[CH:15][C:12]=1[CH2:13]Cl. (3) The reactants are: Cl[C:2]([O:4][CH3:5])=[O:3].[NH2:6][C@H:7]([CH2:26][O:27][C:28]1[CH:33]=[CH:32][C:31]([C:34]#[N:35])=[CH:30][CH:29]=1)[CH2:8][N:9]1[CH2:15][CH:14]2[CH:16]([N:17]([CH3:25])[C:18](=[O:24])[O:19][C:20]([CH3:23])([CH3:22])[CH3:21])[CH:11]([CH2:12][CH2:13]2)[CH2:10]1.C([O-])([O-])=O.[Na+].[Na+]. Given the product [C:20]([O:19][C:18]([N:17]([CH3:25])[CH:16]1[CH:11]2[CH2:12][CH2:13][CH:14]1[CH2:15][N:9]([CH2:8][C@H:7]([NH:6][C:2](=[O:3])[O:4][CH3:5])[CH2:26][O:27][C:28]1[CH:33]=[CH:32][C:31]([C:34]#[N:35])=[CH:30][CH:29]=1)[CH2:10]2)=[O:24])([CH3:22])([CH3:21])[CH3:23], predict the reactants needed to synthesize it.